This data is from Retrosynthesis with 50K atom-mapped reactions and 10 reaction types from USPTO. The task is: Predict the reactants needed to synthesize the given product. (1) Given the product CCOC(=O)CSc1nc(Cl)c(C)c(NCc2ccc(Cl)cc2)n1, predict the reactants needed to synthesize it. The reactants are: CCOC(=O)CSc1nc(Cl)c(C)c(Cl)n1.NCc1ccc(Cl)cc1. (2) Given the product C#CCc1c(C)nc2c(OCc3ccncc3C)cccn12, predict the reactants needed to synthesize it. The reactants are: C#CCc1c(C)nc2c(O)cccn12.Cc1cnccc1CCl. (3) Given the product CC(=N[S@](=O)C(C)(C)C)c1cccc(Br)c1, predict the reactants needed to synthesize it. The reactants are: CC(=O)c1cccc(Br)c1.CC(C)(C)[S@](N)=O.